Dataset: Full USPTO retrosynthesis dataset with 1.9M reactions from patents (1976-2016). Task: Predict the reactants needed to synthesize the given product. (1) Given the product [O:26]([C:33]1[CH:34]=[CH:35][C:36]([CH2:39][NH:40][S:13]([C:16]2[CH:17]=[CH:18][C:19]([C:20]([O:22][CH3:23])=[O:21])=[CH:24][CH:25]=2)(=[O:15])=[O:14])=[CH:37][CH:38]=1)[C:27]1[CH:32]=[CH:31][CH:30]=[CH:29][CH:28]=1, predict the reactants needed to synthesize it. The reactants are: ClC1C(N[S:13]([C:16]2[CH:25]=[CH:24][C:19]([C:20]([O:22][CH3:23])=[O:21])=[CH:18][CH:17]=2)(=[O:15])=[O:14])=NC=C(C(F)(F)F)C=1.[O:26]([C:33]1[CH:38]=[CH:37][C:36]([CH2:39][NH2:40])=[CH:35][CH:34]=1)[C:27]1[CH:32]=[CH:31][CH:30]=[CH:29][CH:28]=1. (2) Given the product [Cl:13][C:7]1[CH:6]=[C:5]([CH3:10])[N:4]=[C:3]([O:2][CH3:1])[N:8]=1, predict the reactants needed to synthesize it. The reactants are: [CH3:1][O:2][C:3]1[NH:8][C:7](=O)[CH:6]=[C:5]([CH3:10])[N:4]=1.O=P(Cl)(Cl)[Cl:13].